Dataset: Retrosynthesis with 50K atom-mapped reactions and 10 reaction types from USPTO. Task: Predict the reactants needed to synthesize the given product. Given the product CON(C)C(=O)c1cc(NC(=O)OC(C)(C)C)cc(S(C)(=O)=O)c1, predict the reactants needed to synthesize it. The reactants are: CC(C)(C)OC(=O)Nc1cc(C(=O)O)cc(S(C)(=O)=O)c1.CNOC.